Dataset: Forward reaction prediction with 1.9M reactions from USPTO patents (1976-2016). Task: Predict the product of the given reaction. (1) Given the reactants COC1C=C(OC)C=CC=1C[N:6](C1SN=CN=1)[S:7]([C:10]1[CH:15]=[C:14](F)[C:13](OC[C@H]2[C@H](C3C=CC(F)=CC=3)CC(=O)N(CC3C=CC(OC)=CC=3)C2)=[CH:12][C:11]=1F)(=[O:9])=[O:8].C1(OC)C=CC=CC=1.FC(F)(F)C(O)=O, predict the reaction product. The product is: [C:10]1([S:7]([NH2:6])(=[O:9])=[O:8])[CH:15]=[CH:14][CH:13]=[CH:12][CH:11]=1. (2) Given the reactants [Br:1][C:2]1[CH:10]=[CH:9][C:5]([C:6]([OH:8])=O)=[CH:4][N:3]=1.[CH:11]1([C:14]2[CH:19]=[CH:18][C:17]([N:20]3[CH2:25][CH2:24][NH:23][CH2:22][CH2:21]3)=[C:16]([CH3:26])[CH:15]=2)[CH2:13][CH2:12]1.O.[Cl-].COC1N=C(OC)N=C([N+]2(C)CCOCC2)N=1.O, predict the reaction product. The product is: [Br:1][C:2]1[N:3]=[CH:4][C:5]([C:6]([N:23]2[CH2:24][CH2:25][N:20]([C:17]3[CH:18]=[CH:19][C:14]([CH:11]4[CH2:13][CH2:12]4)=[CH:15][C:16]=3[CH3:26])[CH2:21][CH2:22]2)=[O:8])=[CH:9][CH:10]=1.